Dataset: Catalyst prediction with 721,799 reactions and 888 catalyst types from USPTO. Task: Predict which catalyst facilitates the given reaction. (1) Reactant: [N+:1]([C:4]1[CH:5]=[CH:6][C:7]2[N:8]([C:10]([C:13]([O:15][CH2:16][CH3:17])=[O:14])=[CH:11][N:12]=2)[CH:9]=1)([O-])=O.C(O)C. Product: [NH2:1][C:4]1[CH:5]=[CH:6][C:7]2[N:8]([C:10]([C:13]([O:15][CH2:16][CH3:17])=[O:14])=[CH:11][N:12]=2)[CH:9]=1. The catalyst class is: 45. (2) Reactant: [ClH:1].[F:2][C:3]1[CH:12]=[C:11]([F:13])[CH:10]=[C:9]2[C:4]=1[CH2:5][CH2:6][C@H:7]([NH2:14])[CH2:8]2.[Si](O[CH2:23][C:24](=O)[CH2:25][CH2:26][CH2:27][N:28]1C(=O)C2C(=CC=CC=2)C1=O)(C(C)(C)C)(C)C.[S-:40][C:41]#[N:42].[K+].C(O)(=O)C.[BH4-].[Na+]. Product: [ClH:1].[NH2:28][CH2:27][CH2:26][CH2:25][C:24]1[N:14]([C@H:7]2[CH2:6][CH2:5][C:4]3[C:9](=[CH:10][C:11]([F:13])=[CH:12][C:3]=3[F:2])[CH2:8]2)[C:41](=[S:40])[NH:42][CH:23]=1. The catalyst class is: 84. (3) The catalyst class is: 2. Reactant: [F:1][C:2]([F:40])([F:39])[C:3]1[CH:4]=[C:5]([CH:13]([OH:38])[CH2:14][NH:15][CH2:16][C:17]2[CH:22]=[C:21]([C:23]([F:26])([F:25])[F:24])[CH:20]=[CH:19][C:18]=2[C:27]2[CH:32]=[C:31]([CH:33]([CH3:35])[CH3:34])[CH:30]=[CH:29][C:28]=2[O:36][CH3:37])[CH:6]=[C:7]([C:9]([F:12])([F:11])[F:10])[CH:8]=1.[O:41](C(OC(C)(C)C)=O)[C:42]([O:44][C:45]([CH3:48])([CH3:47])[CH3:46])=O.CCN(C(C)C)C(C)C. Product: [C:45]([O:44][C:42](=[O:41])[N:15]([CH2:14][CH:13]([C:5]1[CH:4]=[C:3]([C:2]([F:39])([F:40])[F:1])[CH:8]=[C:7]([C:9]([F:11])([F:10])[F:12])[CH:6]=1)[OH:38])[CH2:16][C:17]1[CH:22]=[C:21]([C:23]([F:24])([F:25])[F:26])[CH:20]=[CH:19][C:18]=1[C:27]1[CH:32]=[C:31]([CH:33]([CH3:35])[CH3:34])[CH:30]=[CH:29][C:28]=1[O:36][CH3:37])([CH3:48])([CH3:47])[CH3:46]. (4) Reactant: [NH2:1][C:2]1[CH:7]=[C:6]([Cl:8])[CH:5]=[CH:4][C:3]=1[OH:9].[Si:10](Cl)([C:13]([CH3:16])([CH3:15])[CH3:14])([CH3:12])[CH3:11].N1C=CN=C1. Product: [Si:10]([O:9][C:3]1[CH:4]=[CH:5][C:6]([Cl:8])=[CH:7][C:2]=1[NH2:1])([C:13]([CH3:16])([CH3:15])[CH3:14])([CH3:12])[CH3:11]. The catalyst class is: 3. (5) Reactant: [Cl:1][C:2]1[N:6]2[CH:7]=[C:8]([C:15]#[C:16][Si](C)(C)C)[CH:9]=[C:10]([C:11]([F:14])([F:13])[F:12])[C:5]2=[N:4][C:3]=1[C:21]([O:23][CH3:24])=[O:22].C1COCC1.CCCC[N+](CCCC)(CCCC)CCCC.[F-]. Product: [Cl:1][C:2]1[N:6]2[CH:7]=[C:8]([C:15]#[CH:16])[CH:9]=[C:10]([C:11]([F:13])([F:12])[F:14])[C:5]2=[N:4][C:3]=1[C:21]([O:23][CH3:24])=[O:22]. The catalyst class is: 49. (6) Reactant: O.[OH-].[Li+].C[O:5][C:6](=[O:39])[CH2:7][C:8]1[C:17]([CH3:18])=[C:16]([C:19]2[CH:24]=[CH:23][C:22]([S:25](=[O:37])(=[O:36])[NH:26][CH2:27][C:28]3[CH:33]=[CH:32][C:31]([O:34][CH3:35])=[CH:30][CH:29]=3)=[CH:21][CH:20]=2)[C:15]2[C:10](=[CH:11][CH:12]=[C:13]([F:38])[CH:14]=2)[CH:9]=1.C1COCC1.O. The catalyst class is: 81. Product: [F:38][C:13]1[CH:14]=[C:15]2[C:10](=[CH:11][CH:12]=1)[CH:9]=[C:8]([CH2:7][C:6]([OH:39])=[O:5])[C:17]([CH3:18])=[C:16]2[C:19]1[CH:20]=[CH:21][C:22]([S:25](=[O:36])(=[O:37])[NH:26][CH2:27][C:28]2[CH:29]=[CH:30][C:31]([O:34][CH3:35])=[CH:32][CH:33]=2)=[CH:23][CH:24]=1.